From a dataset of Experimentally validated miRNA-target interactions with 360,000+ pairs, plus equal number of negative samples. Binary Classification. Given a miRNA mature sequence and a target amino acid sequence, predict their likelihood of interaction. The miRNA is mmu-miR-7680-3p with sequence ACUGCUUGUUCACUGGAAUAGG. The protein sequence of the target gene is MAEYKNIVLLKGLENMEDYQFRTVKSLLRKELKLTKKMQEDYDRIQLADWMEDKFPKDAGLDKLIKVCEHIKDLKDLAKKLKTEKAKVQEKKKGKCKTAGKKKGQDELSSSESLFINKESYKSVPSSKKKRKQITKTEGGKKKKLTQEQAQLPETSGTNIKKEEDCLQNPHKSPPTPSSSSSNKAPRRGTVPKEPSREEGHHQGPKQVMVLKVTEPFTYDFEETKRMFHATVATETEFFRVKVFDTALMSKFIPGKIIAISHYIGCNGFLEIYRASCVSDVNINPTMIISNTLSESAIAT.... Result: 0 (no interaction).